Dataset: Drug-target binding data from BindingDB using IC50 measurements. Task: Regression. Given a target protein amino acid sequence and a drug SMILES string, predict the binding affinity score between them. We predict pIC50 (pIC50 = -log10(IC50 in M); higher means more potent). Dataset: bindingdb_ic50. (1) The drug is C[C@@H]1C[C@@]2(N=C(N)CS2)[C@]2(O)O[C@@H]3C[C@@]4(C=O)[C@@H](CC[C@@H]5[C@@H]4CC[C@]4(C)[C@@H](C6=CC(=O)OC6)CC[C@]54O)C[C@H]3O[C@@H]2O1. The target protein (P05024) has sequence MGKGVGRDKYEPAAVSEHGDKKKAKKERDMDELKKEVSMDDHKLSLDELHRKYGTDLSRGLTPARAAEILARDGPNALTPPPTTPEWVKFCRQLFGGFSMLLWIGAILCFLAYGIQAATEEEPQNDNLYLGVVLSAVVIITGCFSYYQEAKSSKIMESFKNMVPQQALVIRNGEKMSINAEEVVVGDLVEVKGGDRIPADLRIISANGCKVDNSSLTGESEPQTRSPDFTNENPLETRNIAFFSTNCVEGTARGIVVYTGDRTVMGRIATLASGLEGGQTPIAAEIEHFIHIITGVAVFLGVSFFILSLILEYTWLEAVIFLIGIIVANVPEGLLATVTVCLTLTAKRMARKNCLVKNLEAVETLGSTSTICSDKTGTLTQNRMTVAHMWSDNQIHEADTTENQSGVSFDKTSATWLALSRIAGLCNRAVFQANQENLPILKRAVAGDASESALLKCIELCCGSVKEMRERYTKIVEIPFNSTNKYQLSIHKNPNTAEPR.... The pIC50 is 7.2. (2) The small molecule is O=c1oc(Nc2ccccc2I)nc2cc(Cl)cc(Cl)c12. The target protein (P00736) has sequence MWLLYLLVPALFCRAGGSIPIPQKLFGEVTSPLFPKPYPNNFETTTVITVPTGYRVKLVFQQFDLEPSEGCFYDYVKISADKKSLGRFCGQLGSPLGNPPGKKEFMSQGNKMLLTFHTDFSNEENGTIMFYKGFLAYYQAVDLDECASRSKSGEEDPQPQCQHLCHNYVGGYFCSCRPGYELQEDTHSCQAECSSELYTEASGYISSLEYPRSYPPDLRCNYSIRVERGLTLHLKFLEPFDIDDHQQVHCPYDQLQIYANGKNIGEFCGKQRPPDLDTSSNAVDLLFFTDESGDSRGWKLRYTTEIIKCPQPKTLDEFTIIQNLQPQYQFRDYFIATCKQGYQLIEGNQVLHSFTAVCQDDGTWHRAMPRCKIKDCGQPRNLPNGDFRYTTTMGVNTYKARIQYYCHEPYYKMQTRAGSRESEQGVYTCTAQGIWKNEQKGEKIPRCLPVCGKPVNPVEQRQRIIGGQKAKMGNFPWQVFTNIHGRGGGALLGDRWILTA.... The pIC50 is 4.2. (3) The small molecule is CC(C)N1CCCCC1CCNC(=O)C(=O)Nc1ccc(Cl)c(F)c1. The target protein (P35961) has sequence MRATEIRKNYQHLWKGGTLLLGMLMICSAAEQLWVTVYYGVPVWKEATTTLFCASDAKAYDTEVHNVWATHACVPTDPNPQEVKLENVTENFNMWKNNMVEQMHEDIISLWDQSLKPCVKLTPLCVTLNCTDLRNATNTTSSSWETMEKGEIKNCSFNITTSIRDKVQKEYALFYNLDVVPIDNASYRLISCNTSVITQACPKVSFEPIPIHYCAPAGFAILKCNDKKFNGTGPCTNVSTVQCTHGIRPVVSTQLLLNGSLAEEEIVIRSENFTNNAKTIIVQLNESVVINCTRPNNNTRKSINIGPGRALYTTGEIIGDIRQAHCNLSKTQWENTLEQIAIKLKEQFGNNKTIIFNPSSGGDPEIVTHSFNCGGEFFYCNSTQLFTWNDTRKLNNTGRNITLPCRIKQIINMWQEVGKAMYAPPIRGQIRCSSNITGLLLTRDGGKDTNGTEIFRPGGGDMRDNWRSELYKYKVVKIEPLGVAPTKAKRRVVQREKRAV.... The pIC50 is 4.6. (4) The small molecule is O=C(O[C@@H]1Cc2c(O)cc(O)cc2O[C@@H]1c1cc(O)c(O)c(O)c1)c1cc(O)c(O)c(O)c1. The target protein sequence is MRFLIIHIAVIVLPFVLMIDVKRENSFFLRHSPKRLYKKADYNNMYDKIIKKQQNRIYDVSSQINQDNINGQNISFNLTFPNYDTSIDIEDIKKILPHRYPFLLVDKVIYMQPNKTIIGLKQVSTNEPFFNGHFPQKQIMPGVLQIEALAQLAGILCLKSDDSQKNNLFLFAGVDGVRWKKPVLPGDTLTMQANLISFKSSLGIAKLSGVGYVNGKVVINISEMTFALSK. The pIC50 is 6.4. (5) The small molecule is Cc1ccc2nc(-c3ccc(NC(=O)c4ccc(N)cc4)c(S(=O)(=O)O)c3)sc2c1. The target protein (P31939) has sequence MAPGQLALFSVSDKTGLVEFARNLTALGLNLVASGGTAKALRDAGLAVRDVSELTGFPEMLGGRVKTLHPAVHAGILARNIPEDNADMARLDFNLIRVVACNLYPFVKTVASPGVTVEEAVEQIDIGGVTLLRAAAKNHARVTVVCEPEDYVVVSTEMQSSESKDTSLETRRQLALKAFTHTAQYDEAISDYFRKQYSKGVSQMPLRYGMNPHQTPAQLYTLQPKLPITVLNGAPGFINLCDALNAWQLVKELKEALGIPAAASFKHVSPAGAAVGIPLSEDEAKVCMVYDLYKTLTPISAAYARARGADRMSSFGDFVALSDVCDVPTAKIISREVSDGIIAPGYEEEALTILSKKKNGNYCVLQMDQSYKPDENEVRTLFGLHLSQKRNNGVVDKSLFSNVVTKNKDLPESALRDLIVATIAVKYTQSNSVCYAKNGQVIGIGAGQQSRIHCTRLAGDKANYWWLRHHPQVLSMKFKTGVKRAEISNAIDQYVTGTIG.... The pIC50 is 4.8. (6) The small molecule is Cn1cc(C2=C(c3c4n(c5ccccc35)CCC(C[N+](C)(C)C)C4)C(=O)NC2=O)c2ccccc21. The target protein (P00517) has sequence MGNAAAAKKGSEQESVKEFLAKAKEDFLKKWENPAQNTAHLDQFERIKTLGTGSFGRVMLVKHMETGNHYAMKILDKQKVVKLKQIEHTLNEKRILQAVNFPFLVKLEFSFKDNSNLYMVMEYVPGGEMFSHLRRIGRFSEPHARFYAAQIVLTFEYLHSLDLIYRDLKPENLLIDQQGYIQVTDFGFAKRVKGRTWTLCGTPEYLAPEIILSKGYNKAVDWWALGVLIYEMAAGYPPFFADQPIQIYEKIVSGKVRFPSHFSSDLKDLLRNLLQVDLTKRFGNLKNGVNDIKNHKWFATTDWIAIYQRKVEAPFIPKFKGPGDTSNFDDYEEEEIRVSINEKCGKEFSEF. The pIC50 is 4.0.